Task: Regression. Given two drug SMILES strings and cell line genomic features, predict the synergy score measuring deviation from expected non-interaction effect.. Dataset: NCI-60 drug combinations with 297,098 pairs across 59 cell lines Drug 1: CCC1(CC2CC(C3=C(CCN(C2)C1)C4=CC=CC=C4N3)(C5=C(C=C6C(=C5)C78CCN9C7C(C=CC9)(C(C(C8N6C=O)(C(=O)OC)O)OC(=O)C)CC)OC)C(=O)OC)O.OS(=O)(=O)O. Drug 2: CC1=C(N=C(N=C1N)C(CC(=O)N)NCC(C(=O)N)N)C(=O)NC(C(C2=CN=CN2)OC3C(C(C(C(O3)CO)O)O)OC4C(C(C(C(O4)CO)O)OC(=O)N)O)C(=O)NC(C)C(C(C)C(=O)NC(C(C)O)C(=O)NCCC5=NC(=CS5)C6=NC(=CS6)C(=O)NCCC[S+](C)C)O. Cell line: HOP-62. Synergy scores: CSS=50.9, Synergy_ZIP=-3.10, Synergy_Bliss=-6.76, Synergy_Loewe=-10.5, Synergy_HSA=-4.63.